Dataset: Reaction yield outcomes from USPTO patents with 853,638 reactions. Task: Predict the reaction yield, written as a fraction of the theoretical maximum amount of product (1.0 means a 100% yield; for example, 0.34 means a 34% yield). (1) The reactants are [CH3:1][O:2][C:3]([C:5]1[CH:14]=[CH:13][C:12]2[C:7](=[CH:8][CH:9]=[C:10](Br)[CH:11]=2)[CH:6]=1)=[O:4].[NH:16]1[CH:20]=[CH:19][CH:18]=[N:17]1. No catalyst specified. The product is [N:16]1([C:10]2[CH:11]=[C:12]3[C:7](=[CH:8][CH:9]=2)[CH:6]=[C:5]([C:3]([O:2][CH3:1])=[O:4])[CH:14]=[CH:13]3)[CH:20]=[CH:19][CH:18]=[N:17]1. The yield is 0.180. (2) The reactants are [Cl:1][C:2]1[CH:3]=[N:4][CH:5]=[C:6]([Cl:10])[C:7]=1[CH2:8]O.P(Br)(Br)[Br:12]. The catalyst is C(Cl)(Cl)Cl. The product is [Br:12][CH2:8][C:7]1[C:2]([Cl:1])=[CH:3][N:4]=[CH:5][C:6]=1[Cl:10]. The yield is 0.750.